This data is from Forward reaction prediction with 1.9M reactions from USPTO patents (1976-2016). The task is: Predict the product of the given reaction. (1) Given the reactants [CH3:1][C:2]([CH3:33])([CH3:32])[C:3]([NH:5][NH:6][C:7]([C:9]1[N:10]=[N:11][C:12]([N:15]2[CH2:20][CH2:19][CH:18]([O:21][C:22]3[CH:27]=[CH:26][CH:25]=[CH:24][C:23]=3[C:28]([F:31])([F:30])[F:29])[CH2:17][CH2:16]2)=[CH:13][CH:14]=1)=O)=O.P12(SP3(SP(SP(S3)(S1)=S)(=S)S2)=S)=[S:35], predict the reaction product. The product is: [C:2]([C:3]1[S:35][C:7]([C:9]2[N:10]=[N:11][C:12]([N:15]3[CH2:20][CH2:19][CH:18]([O:21][C:22]4[CH:27]=[CH:26][CH:25]=[CH:24][C:23]=4[C:28]([F:31])([F:30])[F:29])[CH2:17][CH2:16]3)=[CH:13][CH:14]=2)=[N:6][N:5]=1)([CH3:33])([CH3:32])[CH3:1]. (2) Given the reactants [C:1]([O:4][CH2:5][C@H:6]1[CH2:11][C@@H:10]([O:12][C:13](=[O:15])[CH3:14])[CH2:9][CH2:8][C@@:7]1([C@@H:17]1[C@@H:25]([CH2:26]O)[C@H:24]2[C@@:20]([CH3:34])([C:21]([C:28]3[CH:33]=[CH:32][CH:31]=[CH:30][CH:29]=3)=[CH:22][CH2:23]2)[CH2:19][CH2:18]1)[CH3:16])(=[O:3])[CH3:2].CS(Cl)(=O)=O.[N-:40]=[N+:41]=[N-:42].[Na+], predict the reaction product. The product is: [C:1]([O:4][CH2:5][C@H:6]1[CH2:11][C@@H:10]([O:12][C:13](=[O:15])[CH3:14])[CH2:9][CH2:8][C@@:7]1([C@@H:17]1[C@@H:25]([CH2:26][N:40]=[N+:41]=[N-:42])[C@H:24]2[C@@:20]([CH3:34])([C:21]([C:28]3[CH:33]=[CH:32][CH:31]=[CH:30][CH:29]=3)=[CH:22][CH2:23]2)[CH2:19][CH2:18]1)[CH3:16])(=[O:3])[CH3:2]. (3) Given the reactants [CH2:1]([N:3]1[CH2:8][CH2:7][CH2:6][C@@H:5]([O:9][C:10]2[C:18]3[C:17]4[CH:19]=[C:20]([C:23]#[N:24])[N:21]=[CH:22][C:16]=4[N:15](COCC[Si](C)(C)C)[C:14]=3[N:13]=[CH:12][CH:11]=2)[CH2:4]1)[CH3:2].Br.[OH-].[Na+].Cl, predict the reaction product. The product is: [CH2:1]([N:3]1[CH2:8][CH2:7][CH2:6][C@@H:5]([O:9][C:10]2[C:18]3[C:17]4[CH:19]=[C:20]([C:23]#[N:24])[N:21]=[CH:22][C:16]=4[NH:15][C:14]=3[N:13]=[CH:12][CH:11]=2)[CH2:4]1)[CH3:2]. (4) Given the reactants C(N([CH2:6][CH3:7])CC)C.ClCCl.[S:11]1[CH2:14][CH:13]([S:15][CH2:16][CH2:17][OH:18])[CH2:12]1.C[S:20](Cl)(=O)=O, predict the reaction product. The product is: [C:6]([O:18][CH2:17][CH2:16][S:15][CH:13]1[CH2:14][S:11][CH2:12]1)(=[S:20])[CH3:7].